From a dataset of Forward reaction prediction with 1.9M reactions from USPTO patents (1976-2016). Predict the product of the given reaction. (1) Given the reactants [C:1](OC(=O)C)(=[O:3])C.C(O)=O.[CH3:11][O:12][C:13](=[O:23])[C:14]1[CH:19]=[CH:18][C:17]([NH2:20])=[C:16]([O:21][CH3:22])[CH:15]=1, predict the reaction product. The product is: [CH3:11][O:12][C:13](=[O:23])[C:14]1[CH:19]=[CH:18][C:17]([NH:20][CH:1]=[O:3])=[C:16]([O:21][CH3:22])[CH:15]=1. (2) Given the reactants [Br-:1].[Br:2][CH2:3][CH2:4][CH2:5][P+:6]([C:19]1[CH:24]=[CH:23][CH:22]=[CH:21][CH:20]=1)([C:13]1[CH:18]=[CH:17][CH:16]=[CH:15][CH:14]=1)[C:7]1[CH:12]=[CH:11][CH:10]=[CH:9][CH:8]=1.[CH3:25][NH:26][CH3:27], predict the reaction product. The product is: [BrH:2].[Br-:1].[CH3:25][N:26]([CH3:27])[CH2:3][CH2:4][CH2:5][P+:6]([C:19]1[CH:24]=[CH:23][CH:22]=[CH:21][CH:20]=1)([C:13]1[CH:18]=[CH:17][CH:16]=[CH:15][CH:14]=1)[C:7]1[CH:12]=[CH:11][CH:10]=[CH:9][CH:8]=1. (3) Given the reactants Br[CH2:2][C:3]1[C:8]([CH:9]2[CH2:11][CH2:10]2)=[CH:7][CH:6]=[CH:5][C:4]=1[N:12]1[C:16](=[O:17])[N:15]([CH3:18])[N:14]=[N:13]1.[CH3:19][C:20]1[CH:25]=[C:24]([N:26]2[C:30]([CH3:31])=[C:29]([CH3:32])[C:28]([CH3:33])=[N:27]2)[CH:23]=[CH:22][C:21]=1[OH:34].C(=O)([O-])[O-].[K+].[K+], predict the reaction product. The product is: [CH:9]1([C:8]2[C:3]([CH2:2][O:34][C:21]3[CH:22]=[CH:23][C:24]([N:26]4[C:30]([CH3:31])=[C:29]([CH3:32])[C:28]([CH3:33])=[N:27]4)=[CH:25][C:20]=3[CH3:19])=[C:4]([N:12]3[C:16](=[O:17])[N:15]([CH3:18])[N:14]=[N:13]3)[CH:5]=[CH:6][CH:7]=2)[CH2:11][CH2:10]1. (4) Given the reactants [C:9](O[C:9]([O:11][C:12]([CH3:15])([CH3:14])[CH3:13])=[O:10])([O:11][C:12]([CH3:15])([CH3:14])[CH3:13])=[O:10].[NH:16]1[CH2:21][CH2:20][CH:19]([C:22]([O:24][CH2:25][CH3:26])=[O:23])[CH2:18][CH2:17]1.C(=O)([O-])[O-].[K+].[K+], predict the reaction product. The product is: [CH2:25]([O:24][C:22]([CH:19]1[CH2:20][CH2:21][N:16]([C:9]([O:11][C:12]([CH3:13])([CH3:14])[CH3:15])=[O:10])[CH2:17][CH2:18]1)=[O:23])[CH3:26]. (5) Given the reactants OS(O)(=O)=O.[F:6][C:7]1[CH:12]=[CH:11][C:10]([C:13]2[N:17](C3CCCCO3)[N:16]=[C:15]([C:24]([OH:26])=[O:25])[CH:14]=2)=[CH:9][CH:8]=1.[CH3:27][CH2:28]O, predict the reaction product. The product is: [F:6][C:7]1[CH:8]=[CH:9][C:10]([C:13]2[NH:17][N:16]=[C:15]([C:24]([O:26][CH2:27][CH3:28])=[O:25])[CH:14]=2)=[CH:11][CH:12]=1. (6) The product is: [CH:7]1[C:1]2([CH2:2][CH2:3][CH2:4][CH2:5][CH2:6]2)[CH2:10][CH2:9][C:11](=[O:12])[CH:13]=1. Given the reactants [CH:1]1([CH:7]=O)[CH2:6][CH2:5][CH2:4][CH2:3][CH2:2]1.[CH:9]([C:11]([CH3:13])=[O:12])=[CH2:10].S(=O)(=O)(O)O.C(=O)(O)[O-].[Na+], predict the reaction product. (7) The product is: [NH2:23][CH:3]1[CH2:2][CH2:7][N:8]([C:9]([N:11]2[CH2:15][CH2:14][C@@H:13]([NH2:16])[CH2:12]2)=[O:10])[CH2:5][CH2:4]1. Given the reactants N[CH:2]1[CH2:7]C[CH:5]([NH:8][C:9]([N:11]2[CH2:15][CH2:14][C@@H:13]([NH2:16])[CH2:12]2)=[O:10])[CH2:4][CH2:3]1.C(OC(=O)[NH:23]C1CCNCC1)(C)(C)C, predict the reaction product. (8) Given the reactants Br[C:2]1[N:6]=[C:5]([N:7]2[CH2:11][CH2:10][CH2:9][CH2:8]2)[N:4]([CH2:12][C:13]2[CH:18]=[CH:17][C:16]([O:19][CH3:20])=[CH:15][CH:14]=2)[N:3]=1.[C:21]([Si:23]([CH3:26])([CH3:25])[CH3:24])#[CH:22].C(N(CC)CC)C, predict the reaction product. The product is: [CH3:20][O:19][C:16]1[CH:17]=[CH:18][C:13]([CH2:12][N:4]2[C:5]([N:7]3[CH2:11][CH2:10][CH2:9][CH2:8]3)=[N:6][C:2]([C:22]#[C:21][Si:23]([CH3:26])([CH3:25])[CH3:24])=[N:3]2)=[CH:14][CH:15]=1. (9) The product is: [C:1]([NH:9][C:10](=[S:11])[NH:22][CH2:21][CH2:20][CH2:19][NH:18][C:17](=[O:23])[O:16][C:12]([CH3:14])([CH3:13])[CH3:15])(=[O:8])[C:2]1[CH:7]=[CH:6][CH:5]=[CH:4][CH:3]=1. Given the reactants [C:1]([N:9]=[C:10]=[S:11])(=[O:8])[C:2]1[CH:7]=[CH:6][CH:5]=[CH:4][CH:3]=1.[C:12]([O:16][C:17](=[O:23])[NH:18][CH2:19][CH2:20][CH2:21][NH2:22])([CH3:15])([CH3:14])[CH3:13], predict the reaction product.